This data is from Catalyst prediction with 721,799 reactions and 888 catalyst types from USPTO. The task is: Predict which catalyst facilitates the given reaction. (1) Reactant: [I:1][C:2]1[CH:3]=[C:4]([NH2:9])[CH:5]=[N:6][C:7]=1[CH3:8].C(N(CC)CC)C.[F:17][C:18]([F:29])([F:28])[C:19]1[CH:20]=[C:21]([CH:25]=[CH:26][CH:27]=1)[C:22](Cl)=[O:23]. Product: [I:1][C:2]1[CH:3]=[C:4]([NH:9][C:22](=[O:23])[C:21]2[CH:25]=[CH:26][CH:27]=[C:19]([C:18]([F:17])([F:28])[F:29])[CH:20]=2)[CH:5]=[N:6][C:7]=1[CH3:8]. The catalyst class is: 2. (2) Reactant: [CH:1]([C:3]1[CH:18]=[CH:17][C:6]([O:7][C:8]2[N:9]=[CH:10][C:11]([C:14]([NH2:16])=[O:15])=[N:12][CH:13]=2)=[C:5]([CH3:19])[CH:4]=1)=O.[CH3:20][C:21]([CH3:26])([CH3:25])[CH2:22][CH2:23][NH2:24].[BH4-].[Na+]. Product: [CH3:20][C:21]([CH3:26])([CH3:25])[CH2:22][CH2:23][NH:24][CH2:1][C:3]1[CH:18]=[CH:17][C:6]([O:7][C:8]2[N:9]=[CH:10][C:11]([C:14]([NH2:16])=[O:15])=[N:12][CH:13]=2)=[C:5]([CH3:19])[CH:4]=1. The catalyst class is: 5. (3) Reactant: CN(C1C=CC=CC=1)C(Cl)=O.[CH3:12][N:13]([C:20]([N:22]=[C:23]=[S:24])=[O:21])[C:14]1[CH:19]=[CH:18][CH:17]=[CH:16][CH:15]=1.[CH3:25][O:26][C:27]1[CH:28]=[C:29]2[C:34](=[CH:35][C:36]=1[O:37][CH3:38])[N:33]=[CH:32][CH:31]=[C:30]2[O:39][C:40]1[CH:46]=[CH:45][C:43]([NH2:44])=[CH:42][CH:41]=1.C1(C)C=CC=CC=1. Product: [CH3:12][N:13]([C:20]([N:22]=[C:23]=[S:24])=[O:21])[C:14]1[CH:19]=[CH:18][CH:17]=[CH:16][CH:15]=1.[CH3:25][O:26][C:27]1[CH:28]=[C:29]2[C:34](=[CH:35][C:36]=1[O:37][CH3:38])[N:33]=[CH:32][CH:31]=[C:30]2[O:39][C:40]1[CH:41]=[CH:42][C:43]([NH:44][C:23]([NH:22][C:20]([N:13]([CH3:12])[C:14]2[CH:19]=[CH:18][CH:17]=[CH:16][CH:15]=2)=[O:21])=[S:24])=[CH:45][CH:46]=1. The catalyst class is: 8. (4) Reactant: [C:1]([C:5]1[C:13]2[O:12][C:11](=[O:14])[C:10]([CH3:16])([CH3:15])[C:9]=2[CH:8]=[CH:7][CH:6]=1)([CH3:4])([CH3:3])[CH3:2].[H-].[H-].[H-].[H-].[Li+].[Al+3]. The catalyst class is: 28. Product: [C:1]([C:5]1[CH:6]=[CH:7][CH:8]=[C:9]([C:10]([CH3:16])([CH3:15])[CH2:11][OH:14])[C:13]=1[OH:12])([CH3:4])([CH3:2])[CH3:3]. (5) Reactant: Br[C:2]1[N:3]=[CH:4][N:5]([C:24]2[CH:29]=[CH:28][C:27]([CH3:30])=[CH:26][C:25]=2[CH3:31])[C:6]=1[C:7]([C:9](=[CH:15][NH:16][CH:17]([CH2:21][CH2:22][CH3:23])[CH2:18][CH2:19][CH3:20])[C:10]([O:12]CC)=[O:11])=[O:8].[H-].[Na+]. Product: [CH3:31][C:25]1[CH:26]=[C:27]([CH3:30])[CH:28]=[CH:29][C:24]=1[N:5]1[C:6]2[C:7](=[O:8])[C:9]([C:10]([OH:12])=[O:11])=[CH:15][N:16]([CH:17]([CH2:18][CH2:19][CH3:20])[CH2:21][CH2:22][CH3:23])[C:2]=2[N:3]=[CH:4]1. The catalyst class is: 37. (6) Reactant: [Si:1]([O:8][CH:9]1[CH:14]=[C:13]([C:15]2[CH:20]=[CH:19][N:18]=[CH:17][C:16]=2[N+:21]([O-:23])=[O:22])[CH2:12][CH:11]([CH3:24])[C:10]1([CH2:26][OH:27])[OH:25])([C:4]([CH3:7])([CH3:6])[CH3:5])([CH3:3])[CH3:2].N1C=CC=CC=1.[C:34](Cl)(=[O:36])[CH3:35]. Product: [C:34]([O:27][CH2:26][C@@:10]1([OH:25])[C@@H:11]([CH3:24])[CH2:12][C:13]([C:15]2[CH:20]=[CH:19][N:18]=[CH:17][C:16]=2[N+:21]([O-:23])=[O:22])=[CH:14][C@H:9]1[O:8][Si:1]([C:4]([CH3:6])([CH3:5])[CH3:7])([CH3:3])[CH3:2])(=[O:36])[CH3:35]. The catalyst class is: 2.